The task is: Predict the reaction yield, written as a fraction of the theoretical maximum amount of product (1.0 means a 100% yield; for example, 0.34 means a 34% yield).. This data is from Reaction yield outcomes from USPTO patents with 853,638 reactions. (1) The reactants are [CH3:1][C:2]1[CH:3]=[C:4]([CH2:7][CH2:8][OH:9])[S:5][CH:6]=1.C(N(C(C)C)CC)(C)C.[CH3:19][C:20]([Si:23](Cl)([CH3:25])[CH3:24])([CH3:22])[CH3:21]. The catalyst is C(Cl)Cl. The product is [C:20]([Si:23]([CH3:25])([CH3:24])[O:9][CH2:8][CH2:7][C:4]1[S:5][CH:6]=[C:2]([CH3:1])[CH:3]=1)([CH3:22])([CH3:21])[CH3:19]. The yield is 0.940. (2) The reactants are [C:1]([N:4]1[CH2:9][CH2:8][N:7]([C:10]2[C:15]([C:16]#[N:17])=[C:14](F)[C:13]([N+:19]([O-:21])=[O:20])=[CH:12][CH:11]=2)[CH2:6][CH2:5]1)(=[O:3])[CH3:2].[C:22](=O)([O-])[O-:23].[Cs+].[Cs+]. The catalyst is CO.O. The product is [C:1]([N:4]1[CH2:9][CH2:8][N:7]([C:10]2[C:15]([C:16]#[N:17])=[C:14]([O:23][CH3:22])[C:13]([N+:19]([O-:21])=[O:20])=[CH:12][CH:11]=2)[CH2:6][CH2:5]1)(=[O:3])[CH3:2]. The yield is 0.960. (3) The reactants are [C:1]([C:4]1([NH:10][S:11]([CH2:14][C:15]2[CH:20]=[CH:19][C:18]([Cl:21])=[CH:17][CH:16]=2)(=O)=O)[CH2:9][CH2:8][CH2:7][CH2:6][CH2:5]1)(=O)[CH3:2].[H-].[Na+].O. The catalyst is CN(C=O)C. The product is [Cl:21][C:18]1[CH:19]=[CH:20][C:15]([C:14]2[S:11][NH:10][C:4]3([CH2:9][CH2:8][CH2:7][CH2:6][CH2:5]3)[C:1]=2[CH3:2])=[CH:16][CH:17]=1. The yield is 0.640. (4) The yield is 0.170. The catalyst is CO. The product is [ClH:1].[ClH:1].[N:34]1[CH:35]=[CH:36][CH:37]=[C:32]([O:31][CH2:30][CH:17]2[CH2:16][NH:15][CH2:20][CH2:19][N:18]2[C:21]2[S:22][CH:23]=[C:24]([C:26]([O:28][CH3:29])=[O:27])[N:25]=2)[CH:33]=1. The reactants are [ClH:1].O1CCOCC1.C(OC([N:15]1[CH2:20][CH2:19][N:18]([C:21]2[S:22][CH:23]=[C:24]([C:26]([O:28][CH3:29])=[O:27])[N:25]=2)[CH:17]([CH2:30][O:31][C:32]2[CH:33]=[N:34][CH:35]=[CH:36][CH:37]=2)[CH2:16]1)=O)(C)(C)C. (5) The reactants are [NH2:1][C@H:2]1[CH2:10][C:9]2[C:4](=[CH:5][CH:6]=[C:7]([CH2:11][N:12]3[CH:16]=[C:15]([CH2:17][OH:18])[C:14]([C:19]([F:22])([F:21])[F:20])=[N:13]3)[CH:8]=2)[CH2:3]1.C(N(CC)CC)C.[CH3:30][S:31](Cl)(=[O:33])=[O:32]. The catalyst is O1CCCC1.CS(C)=O. The product is [OH:18][CH2:17][C:15]1[C:14]([C:19]([F:22])([F:21])[F:20])=[N:13][N:12]([CH2:11][C:7]2[CH:8]=[C:9]3[C:4](=[CH:5][CH:6]=2)[CH2:3][C@@H:2]([NH:1][S:31]([CH3:30])(=[O:33])=[O:32])[CH2:10]3)[CH:16]=1. The yield is 0.292.